From a dataset of Reaction yield outcomes from USPTO patents with 853,638 reactions. Predict the reaction yield, written as a fraction of the theoretical maximum amount of product (1.0 means a 100% yield; for example, 0.34 means a 34% yield). (1) The reactants are [H-].[Al+3].[Li+].[H-].[H-].[H-].[O:7]1[C:12]2[CH:13]=[CH:14][CH:15]=[C:16]([C:17](OCC)=[O:18])[C:11]=2[O:10][CH2:9][CH2:8]1.O.[OH-].[Na+]. The catalyst is C(OCC)C. The product is [OH:18][CH2:17][C:16]1[C:11]2[O:10][CH2:9][CH2:8][O:7][C:12]=2[CH:13]=[CH:14][CH:15]=1. The yield is 0.880. (2) The reactants are F[C:2]1[C:7]([F:8])=[CH:6][N:5]=[C:4]2[NH:9][CH:10]=[C:11]([NH:12][C:13](=[O:18])[C@H:14]([O:16][CH3:17])[CH3:15])[C:3]=12.[NH:19]1[CH2:24][CH2:23][CH2:22][C@@H:21]([NH:25]C(=O)OC(C)(C)C)[CH2:20]1.CCN(C(C)C)C(C)C.C(O)(C(F)(F)F)=O.C(Cl)[Cl:50]. The catalyst is CCCCO. The product is [ClH:50].[NH2:25][C@@H:21]1[CH2:22][CH2:23][CH2:24][N:19]([C:2]2[C:7]([F:8])=[CH:6][N:5]=[C:4]3[NH:9][CH:10]=[C:11]([NH:12][C:13](=[O:18])[C@H:14]([O:16][CH3:17])[CH3:15])[C:3]=23)[CH2:20]1. The yield is 0.930.